From a dataset of Full USPTO retrosynthesis dataset with 1.9M reactions from patents (1976-2016). Predict the reactants needed to synthesize the given product. (1) Given the product [CH2:41]([S:38]([N:35]1[CH2:34][CH2:33][CH:32]([C:23]2[C:22]3[C:26](=[C:27]([C:29]([NH2:31])=[O:30])[CH:28]=[C:20]([C:16]4[CH:17]=[CH:18][CH:19]=[C:14]([CH2:13][NH:12][S:9]([C:3]5[CH:2]=[CH:7][CH:6]=[CH:5][CH:4]=5)(=[O:11])=[O:10])[CH:15]=4)[CH:21]=3)[NH:25][CH:24]=2)[CH2:37][CH2:36]1)(=[O:39])=[O:40])[CH3:42], predict the reactants needed to synthesize it. The reactants are: Cl[C:2]1[CH:7]=[CH:6][C:5](Cl)=[CH:4][C:3]=1[S:9]([NH:12][CH2:13][C:14]1[CH:15]=[C:16]([C:20]2[CH:21]=[C:22]3[C:26](=[C:27]([C:29]([NH2:31])=[O:30])[CH:28]=2)[NH:25][CH:24]=[C:23]3[CH:32]2[CH2:37][CH2:36][N:35]([S:38]([CH2:41][CH3:42])(=[O:40])=[O:39])[CH2:34][CH2:33]2)[CH:17]=[CH:18][CH:19]=1)(=[O:11])=[O:10].ClC1C=CC(Cl)=CC=1S(Cl)(=O)=O. (2) Given the product [O:5]=[C:4]([CH:6]1[C:11]([CH3:12])([CH3:13])[CH2:10][CH:9]=[CH:8][CH:7]1[CH3:14])[CH2:3][CH:2]([S:15][CH2:16][C:17]([O:19][CH3:21])=[O:18])[CH3:1], predict the reactants needed to synthesize it. The reactants are: [CH3:1]/[CH:2]=[CH:3]/[C:4]([CH:6]1[C:11]([CH3:13])([CH3:12])[CH2:10][CH:9]=[CH:8][CH:7]1[CH3:14])=[O:5].[SH:15][CH:16](C)[C:17]([OH:19])=[O:18].[CH3:21]C(OC)(C)C.